This data is from Catalyst prediction with 721,799 reactions and 888 catalyst types from USPTO. The task is: Predict which catalyst facilitates the given reaction. Reactant: [Cl:1][C:2]1[CH:7]=[C:6](F)[CH:5]=[CH:4][C:3]=1[I:9].C(=O)([O-])[O-].[Cs+].[Cs+].[Cl:16][C:17]1[CH:22]=[CH:21][C:20]([OH:23])=[CH:19][CH:18]=1.[Cl-].[NH4+]. Product: [Cl:1][C:2]1[CH:7]=[C:6]([O:23][C:20]2[CH:21]=[CH:22][C:17]([Cl:16])=[CH:18][CH:19]=2)[CH:5]=[CH:4][C:3]=1[I:9]. The catalyst class is: 3.